Dataset: Forward reaction prediction with 1.9M reactions from USPTO patents (1976-2016). Task: Predict the product of the given reaction. (1) Given the reactants [Cl:1][C:2]1[CH:3]=[C:4]([CH2:9][CH2:10][CH2:11][C:12]2[O:16][N:15]=[C:14]([C:17]([O:19]CC)=[O:18])[CH:13]=2)[CH:5]=[CH:6][C:7]=1[Cl:8].[OH-].[K+].O, predict the reaction product. The product is: [Cl:1][C:2]1[CH:3]=[C:4]([CH2:9][CH2:10][CH2:11][C:12]2[O:16][N:15]=[C:14]([C:17]([OH:19])=[O:18])[CH:13]=2)[CH:5]=[CH:6][C:7]=1[Cl:8]. (2) Given the reactants [CH3:1][NH:2][C:3]1[CH:8]=[CH:7][N:6]=[C:5]([S:9][CH3:10])[N:4]=1.Cl[C:12]1[CH:17]=[CH:16][CH:15]=[C:14]([Cl:18])[N:13]=1.C1(P(C2C=CC=CC=2)C2(P(C3C=CC=CC=3)C3C=CC=CC=3)CC=C3C(C=CC=C3)=C2C2C3C(=CC=CC=3)C=CC=2)C=CC=CC=1.CC(C)([O-])C.[Na+], predict the reaction product. The product is: [Cl:18][C:14]1[N:13]=[C:12]([N:2]([CH3:1])[C:3]2[CH:8]=[CH:7][N:6]=[C:5]([S:9][CH3:10])[N:4]=2)[CH:17]=[CH:16][CH:15]=1.